From a dataset of Full USPTO retrosynthesis dataset with 1.9M reactions from patents (1976-2016). Predict the reactants needed to synthesize the given product. (1) Given the product [CH3:2][N:3]([CH2:5][CH:6]([CH:15]1[CH2:20][CH2:19][CH2:18][CH2:17][CH:16]1[OH:21])[C:7]1[CH:12]=[CH:11][C:10]([O:13][CH3:14])=[CH:9][CH:8]=1)[CH3:4], predict the reactants needed to synthesize it. The reactants are: Cl.[CH3:2][N:3]([CH2:5][CH:6]([CH:15]1[CH2:20][CH2:19][CH2:18][CH2:17][CH:16]1[OH:21])[C:7]1[CH:12]=[CH:11][C:10]([O:13][CH3:14])=[CH:9][CH:8]=1)[CH3:4].C(Cl)Cl.[OH-].[Na+]. (2) Given the product [CH2:3]([C@H:10]1[NH:11][C:12](=[O:75])[C@@H:13]2[NH:14][C:15](=[O:53])[C@@H:16]([CH3:52])[NH:17][C:18](=[O:51])[CH2:19][C@@H:20]([CH:27]=[CH:28][CH2:29][CH2:30][S:31][S:55][CH2:54]2)[O:21][C:22](=[O:26])[CH2:23][C@@H:24]1[OH:25])[C:4]1[CH:9]=[CH:8][CH:7]=[CH:6][CH:5]=1, predict the reactants needed to synthesize it. The reactants are: II.[CH2:3]([C@@H:10]1[C@@H:24]([OH:25])[CH2:23][C:22](=[O:26])[O:21][C@H:20](/[CH:27]=[CH:28]/[CH2:29][CH2:30][S:31]C(C2C=CC=CC=2)(C2C=CC=CC=2)C2C=CC=CC=2)[CH2:19][C:18](=[O:51])[NH:17][C@H:16]([CH3:52])[C:15](=[O:53])[NH:14][C@H:13]([CH2:54][S:55]C(C2C=CC=CC=2)(C2C=CC=CC=2)C2C=CC=CC=2)[C:12](=[O:75])[NH:11]1)[C:4]1[CH:9]=[CH:8][CH:7]=[CH:6][CH:5]=1.S([O-])([O-])(=O)=S.[Na+].[Na+]. (3) Given the product [Si:32]([O:39][CH2:40][CH2:41][N:42]([CH:43]([CH3:45])[CH3:44])[C:29]([C:10]1[C:9]([O:8][CH2:1][C:2]2[CH:3]=[CH:4][CH:5]=[CH:6][CH:7]=2)=[C:14]([OH:15])[N:13]=[C:12]([CH2:16][C:17]2[CH:22]=[CH:21][CH:20]=[CH:19][C:18]=2[C:23]2[CH:24]=[CH:25][CH:26]=[CH:27][CH:28]=2)[N:11]=1)=[O:31])([C:35]([CH3:38])([CH3:37])[CH3:36])([CH3:34])[CH3:33], predict the reactants needed to synthesize it. The reactants are: [CH2:1]([O:8][C:9]1[C:10]([C:29]([OH:31])=O)=[N:11][C:12]([CH2:16][C:17]2[CH:22]=[CH:21][CH:20]=[CH:19][C:18]=2[C:23]2[CH:28]=[CH:27][CH:26]=[CH:25][CH:24]=2)=[N:13][C:14]=1[OH:15])[C:2]1[CH:7]=[CH:6][CH:5]=[CH:4][CH:3]=1.[Si:32]([O:39][CH2:40][CH2:41][NH:42][CH:43]([CH3:45])[CH3:44])([C:35]([CH3:38])([CH3:37])[CH3:36])([CH3:34])[CH3:33].[Si](OCCN(C)C(C1C(OCC2C=CC=CC=2)=C(O)N=C(CC2C=CC=CC=2C2C=CC=CC=2)N=1)=O)(C(C)(C)C)(C)C. (4) Given the product [O:4]=[C:3]1[C@H:2]([O:1][C:15]([O:16][N:17]2[C:21](=[O:22])[CH2:20][CH2:19][C:18]2=[O:23])=[O:24])[CH2:7][CH2:6][O:5]1, predict the reactants needed to synthesize it. The reactants are: [OH:1][C@@H:2]1[CH2:7][CH2:6][O:5][C:3]1=[O:4].C(N(CC)CC)C.[C:15](=O)([O:24]N1C(=O)CCC1=O)[O:16][N:17]1[C:21](=[O:22])[CH2:20][CH2:19][C:18]1=[O:23]. (5) Given the product [CH2:32]([O:39][C:40]1[CH:41]=[C:42]([N+:47]([O-:49])=[O:48])[CH:43]=[CH:44][C:45]=1[C:8]1[O:7][C:6]([C:45]2[CH:44]=[CH:43][C:42]([N+:47]([O-:49])=[O:48])=[CH:41][C:40]=2[O:39][CH2:32][C:33]2[CH:34]=[CH:35][CH:36]=[CH:37][CH:38]=2)=[CH:10][CH:9]=1)[C:33]1[CH:38]=[CH:37][CH:36]=[CH:35][CH:34]=1, predict the reactants needed to synthesize it. The reactants are: C([Sn](CCCC)(CCCC)[C:6]1[O:7][C:8]([Sn](CCCC)(CCCC)CCCC)=[CH:9][CH:10]=1)CCC.[CH2:32]([O:39][C:40]1[CH:41]=[C:42]([N+:47]([O-:49])=[O:48])[CH:43]=[CH:44][C:45]=1Br)[C:33]1[CH:38]=[CH:37][CH:36]=[CH:35][CH:34]=1.